From a dataset of Full USPTO retrosynthesis dataset with 1.9M reactions from patents (1976-2016). Predict the reactants needed to synthesize the given product. Given the product [Br:1][C:2]1[CH:3]=[CH:4][C:5]([OH:11])=[C:6]([CH:10]=1)[C:7]([NH:12][C:13]1[S:14][C:15]([C:18]([F:21])([F:20])[F:19])=[N:16][N:17]=1)=[O:9], predict the reactants needed to synthesize it. The reactants are: [Br:1][C:2]1[CH:10]=[C:6]([C:7]([OH:9])=O)[C:5]([OH:11])=[CH:4][CH:3]=1.[NH2:12][C:13]1[S:14][C:15]([C:18]([F:21])([F:20])[F:19])=[N:16][N:17]=1.